The task is: Regression. Given a peptide amino acid sequence and an MHC pseudo amino acid sequence, predict their binding affinity value. This is MHC class II binding data.. This data is from Peptide-MHC class II binding affinity with 134,281 pairs from IEDB. (1) The peptide sequence is QKQITKIQNFRVYYR. The MHC is DRB1_0701 with pseudo-sequence DRB1_0701. The binding affinity (normalized) is 0.703. (2) The peptide sequence is CILAWILVRIINVRS. The MHC is HLA-DPA10201-DPB10101 with pseudo-sequence HLA-DPA10201-DPB10101. The binding affinity (normalized) is 0.418. (3) The peptide sequence is KLAFLVQTEPRMLLM. The MHC is DRB1_1101 with pseudo-sequence DRB1_1101. The binding affinity (normalized) is 0.699. (4) The MHC is HLA-DQA10401-DQB10402 with pseudo-sequence HLA-DQA10401-DQB10402. The binding affinity (normalized) is 0.0862. The peptide sequence is AQGPKATFEAMYLGT. (5) The peptide sequence is AETCPIFYDVFFAVA. The MHC is DRB5_0101 with pseudo-sequence DRB5_0101. The binding affinity (normalized) is 0.0945. (6) The peptide sequence is FDPYGATISATPEKA. The MHC is HLA-DPA10301-DPB10402 with pseudo-sequence HLA-DPA10301-DPB10402. The binding affinity (normalized) is 0.304. (7) The peptide sequence is MPFVTTQPEALAAAA. The MHC is HLA-DQA10501-DQB10301 with pseudo-sequence HLA-DQA10501-DQB10301. The binding affinity (normalized) is 0.354. (8) The peptide sequence is QDFTNRINKLKNS. The MHC is DRB1_0404 with pseudo-sequence DRB1_0404. The binding affinity (normalized) is 0.439.